This data is from Catalyst prediction with 721,799 reactions and 888 catalyst types from USPTO. The task is: Predict which catalyst facilitates the given reaction. (1) Product: [Br:1][C:2]1[CH:22]=[CH:21][C:5]2[N:6]([C:28](=[O:29])[CH2:27][S:24]([CH3:23])(=[O:26])=[O:25])[C@@H:7]([CH3:20])[C@H:8]([NH:12][C:13](=[O:19])[O:14][C:15]([CH3:18])([CH3:17])[CH3:16])[C:9](=[O:11])[NH:10][C:4]=2[CH:3]=1. Reactant: [Br:1][C:2]1[CH:22]=[CH:21][C:5]2[NH:6][C@@H:7]([CH3:20])[C@H:8]([NH:12][C:13](=[O:19])[O:14][C:15]([CH3:18])([CH3:17])[CH3:16])[C:9](=[O:11])[NH:10][C:4]=2[CH:3]=1.[CH3:23][S:24]([CH2:27][C:28](O)=[O:29])(=[O:26])=[O:25].P(Cl)(Cl)(Cl)=O. The catalyst class is: 17. (2) Reactant: [CH3:1][C:2]1[C:3]([C:22](OC)=[O:23])=[CH:4][N:5]([S:13]([C:16]2[CH:21]=[CH:20][CH:19]=[CH:18][CH:17]=2)(=[O:15])=[O:14])[C:6]=1[C:7]1[CH:12]=[CH:11][CH:10]=[CH:9][CH:8]=1.C1(C)C=CC=CC=1.[H-].C([Al+]CC(C)C)C(C)C.Cl. Product: [CH3:1][C:2]1[C:3]([CH:22]=[O:23])=[CH:4][N:5]([S:13]([C:16]2[CH:17]=[CH:18][CH:19]=[CH:20][CH:21]=2)(=[O:15])=[O:14])[C:6]=1[C:7]1[CH:8]=[CH:9][CH:10]=[CH:11][CH:12]=1. The catalyst class is: 7. (3) Reactant: [Br:1][C:2]1[CH:3]=[C:4]2[C:8](=[CH:9][CH:10]=1)[NH:7][C:6]([C:11]([O:13][CH2:14][CH3:15])=[O:12])=[C:5]2[S:16]([N:19]1[CH2:24][CH2:23][O:22][CH2:21][CH2:20]1)(=[O:18])=[O:17].C([O-])(=O)C.[Na+].[Br:30]Br. Product: [Br:1][C:2]1[CH:3]=[C:4]2[C:8](=[CH:9][C:10]=1[Br:30])[NH:7][C:6]([C:11]([O:13][CH2:14][CH3:15])=[O:12])=[C:5]2[S:16]([N:19]1[CH2:24][CH2:23][O:22][CH2:21][CH2:20]1)(=[O:17])=[O:18]. The catalyst class is: 15. (4) Reactant: [Cl:1][C:2]1[CH:3]=[C:4]([C:8]2[CH:13]=[CH:12][C:11]([CH2:14][C@@H:15]([NH:24][C:25](=[O:30])[C:26]([NH:28][NH2:29])=[O:27])[CH2:16][CH:17]([CH3:23])[C:18]([O:20][CH2:21][CH3:22])=[O:19])=[CH:10][CH:9]=2)[CH:5]=[CH:6][CH:7]=1.C1N=CN([C:36](N2C=NC=C2)=[O:37])C=1. Product: [Cl:1][C:2]1[CH:3]=[C:4]([C:8]2[CH:13]=[CH:12][C:11]([CH2:14][C@@H:15]([NH:24][C:25]([C:26]3[O:27][C:36](=[O:37])[NH:29][N:28]=3)=[O:30])[CH2:16][C@@H:17]([CH3:23])[C:18]([O:20][CH2:21][CH3:22])=[O:19])=[CH:10][CH:9]=2)[CH:5]=[CH:6][CH:7]=1. The catalyst class is: 1. (5) Reactant: [C:1]1(=[O:10])[C:5]2=[CH:6][S:7][CH:8]=[C:4]2[C:3](=[O:9])O1.[NH2:11][C:12]1([CH3:20])[CH2:17][CH2:16][C:15](=[O:18])[NH:14][C:13]1=[O:19].C1N=CN(C(N2C=NC=C2)=O)C=1. Product: [CH3:20][C:12]1([N:11]2[C:3](=[O:9])[C:4]3=[CH:8][S:7][CH:6]=[C:5]3[C:1]2=[O:10])[CH2:17][CH2:16][C:15](=[O:18])[NH:14][C:13]1=[O:19]. The catalyst class is: 230. (6) The catalyst class is: 2. Product: [CH3:30][C@@:24]1([C:19]2[CH:18]=[CH:17][C:16]3[C:21](=[CH:22][CH:23]=[C:14]([O:12][CH:3]4[CH2:2][CH2:1][C:6]5([CH2:7][CH2:8][CH2:9][CH2:10][CH2:11]5)[CH2:5][CH2:4]4)[C:15]=3[C:31]([F:34])([F:32])[F:33])[CH:20]=2)[CH2:28][O:27][C:26](=[O:29])[NH:25]1. Reactant: [CH2:1]1[C:6]2([CH2:11][CH2:10][CH2:9][CH2:8][CH2:7]2)[CH2:5][CH2:4][CH:3]([OH:12])[CH2:2]1.O[C:14]1[C:15]([C:31]([F:34])([F:33])[F:32])=[C:16]2[C:21](=[CH:22][CH:23]=1)[CH:20]=[C:19]([C@:24]1([CH3:30])[CH2:28][O:27][C:26](=[O:29])[NH:25]1)[CH:18]=[CH:17]2.C1(P(C2C=CC=CC=2)C2C=CC=CC=2)C=CC=CC=1.O1CCCC1.N(C(OC(C)C)=O)=NC(OC(C)C)=O.